Dataset: Reaction yield outcomes from USPTO patents with 853,638 reactions. Task: Predict the reaction yield, written as a fraction of the theoretical maximum amount of product (1.0 means a 100% yield; for example, 0.34 means a 34% yield). (1) The reactants are [NH:1]1[C:9]2[C:4](=[CH:5][CH:6]=[CH:7][C:8]=2[C:10]([OH:12])=O)[CH:3]=[CH:2]1.[CH2:13]([NH:15][CH2:16][CH3:17])[CH3:14].Cl.C(N=C=NCCCN(C)C)C.ON1C2C=CC=CC=2N=N1.C(N(CC)CC)C. The catalyst is CN(C)C=O.C(OCC)(=O)C. The product is [CH2:13]([N:15]([CH2:16][CH3:17])[C:10]([C:8]1[CH:7]=[CH:6][CH:5]=[C:4]2[C:9]=1[NH:1][CH:2]=[CH:3]2)=[O:12])[CH3:14]. The yield is 0.990. (2) The reactants are [C:1]1([C:7](=O)[C:8](=O)[CH3:9])[CH:6]=[CH:5][CH:4]=[CH:3][CH:2]=1.[C:12]1([NH2:19])[CH:17]=[CH:16][CH:15]=[CH:14][C:13]=1[NH2:18]. The catalyst is C(Cl)(Cl)Cl. The product is [CH3:9][C:8]1[C:7]([C:1]2[CH:6]=[CH:5][CH:4]=[CH:3][CH:2]=2)=[N:19][C:12]2[C:13](=[CH:14][CH:15]=[CH:16][CH:17]=2)[N:18]=1. The yield is 0.980. (3) The reactants are [Cl:1][C:2]1[CH:3]=[C:4]2[C:9](=[CH:10][CH:11]=1)[N:8]=[C:7]([O:12][CH3:13])[C:6]([NH:14][C:15](=[O:19])OCC)=[N:5]2.[CH3:20][O:21][C:22]1[CH:23]=[C:24]([N:28]2[CH2:33][CH2:32][NH:31][CH2:30][CH2:29]2)[CH:25]=[CH:26][CH:27]=1. No catalyst specified. The product is [Cl:1][C:2]1[CH:3]=[C:4]2[C:9](=[CH:10][CH:11]=1)[N:8]=[C:7]([O:12][CH3:13])[C:6]([NH:14][C:15]([N:31]1[CH2:30][CH2:29][N:28]([C:24]3[CH:25]=[CH:26][CH:27]=[C:22]([O:21][CH3:20])[CH:23]=3)[CH2:33][CH2:32]1)=[O:19])=[N:5]2. The yield is 0.700. (4) The reactants are [CH2:1]([CH:8]1[CH2:13][CH2:12][NH:11][CH2:10][CH2:9]1)[C:2]1[CH:7]=[CH:6][CH:5]=[CH:4][CH:3]=1.[C:14](O[C:14]([O:16][C:17]([CH3:20])([CH3:19])[CH3:18])=[O:15])([O:16][C:17]([CH3:20])([CH3:19])[CH3:18])=[O:15]. The catalyst is C1COCC1. The product is [C:17]([O:16][C:14]([N:11]1[CH2:12][CH2:13][CH:8]([CH2:1][C:2]2[CH:7]=[CH:6][CH:5]=[CH:4][CH:3]=2)[CH2:9][CH2:10]1)=[O:15])([CH3:20])([CH3:19])[CH3:18]. The yield is 0.979. (5) The reactants are [C:1]([O:9]CC)(=O)[CH2:2][C:3]([O:5][CH2:6][CH3:7])=[O:4].[H-].[Na+].[H][H].[F:16][C:17]1[CH:36]=[CH:35][C:20]([CH2:21][N:22]2[C:27]3[CH:28]=[CH:29][C:30]([CH3:32])=[CH:31][C:26]=3[C:25](=O)[O:24]C2=O)=[CH:19][CH:18]=1.Cl. The catalyst is CC(N(C)C)=O. The product is [CH2:6]([O:5][C:3]([C:2]1[C:1](=[O:9])[N:22]([CH2:21][C:20]2[CH:35]=[CH:36][C:17]([F:16])=[CH:18][CH:19]=2)[C:27]2[C:26]([C:25]=1[OH:24])=[CH:31][C:30]([CH3:32])=[CH:29][CH:28]=2)=[O:4])[CH3:7]. The yield is 0.710. (6) The reactants are [NH2:1][CH2:2][CH2:3][C:4]1[CH:9]=[CH:8][C:7]([OH:10])=[CH:6][CH:5]=1.[CH:11](=O)[CH3:12].[BH3-]C#N.[Na+].C(NCC)C. The catalyst is C1(C)C=CC=CC=1.CO. The product is [CH2:11]([NH:1][CH2:2][CH2:3][C:4]1[CH:9]=[CH:8][C:7]([OH:10])=[CH:6][CH:5]=1)[CH3:12]. The yield is 0.720. (7) The reactants are [NH2:1][C:2]1[CH:14]=[CH:13][C:5]2[N:6]([CH3:12])[C:7](=[O:11])[CH2:8][CH2:9][CH2:10][C:4]=2[CH:3]=1.Cl[C:16]1[N:21]=[C:20]([NH:22][C:23]2[CH:32]=[CH:31][CH:30]=[CH:29][C:24]=2[C:25]([NH:27][CH3:28])=[O:26])[C:19]([Cl:33])=[CH:18][N:17]=1. The catalyst is COCCO. The product is [Cl:33][C:19]1[C:20]([NH:22][C:23]2[CH:32]=[CH:31][CH:30]=[CH:29][C:24]=2[C:25]([NH:27][CH3:28])=[O:26])=[N:21][C:16]([NH:1][C:2]2[CH:14]=[CH:13][C:5]3[N:6]([CH3:12])[C:7](=[O:11])[CH2:8][CH2:9][CH2:10][C:4]=3[CH:3]=2)=[N:17][CH:18]=1. The yield is 0.110. (8) The product is [NH2:1][C:2]1[N:3]([CH3:20])[C:4](=[O:19])[C:5]2([N:18]=1)[C:14]1[N:13]=[C:12]([C:26]3[CH:25]=[CH:24][CH:23]=[C:22]([Cl:21])[CH:27]=3)[CH:11]=[CH:10][C:9]=1[CH2:8][C:7]([CH3:17])([CH3:16])[CH2:6]2. The yield is 0.594. The catalyst is O1CCOCC1.C1C=CC([P]([Pd]([P](C2C=CC=CC=2)(C2C=CC=CC=2)C2C=CC=CC=2)([P](C2C=CC=CC=2)(C2C=CC=CC=2)C2C=CC=CC=2)[P](C2C=CC=CC=2)(C2C=CC=CC=2)C2C=CC=CC=2)(C2C=CC=CC=2)C2C=CC=CC=2)=CC=1. The reactants are [NH2:1][C:2]1[N:3]([CH3:20])[C:4](=[O:19])[C:5]2([N:18]=1)[C:14]1[N:13]=[C:12](Br)[CH:11]=[CH:10][C:9]=1[CH2:8][C:7]([CH3:17])([CH3:16])[CH2:6]2.[Cl:21][C:22]1[CH:23]=[C:24](B(O)O)[CH:25]=[CH:26][CH:27]=1.C([O-])([O-])=O.[Na+].[Na+].